Dataset: Reaction yield outcomes from USPTO patents with 853,638 reactions. Task: Predict the reaction yield, written as a fraction of the theoretical maximum amount of product (1.0 means a 100% yield; for example, 0.34 means a 34% yield). (1) The reactants are [N:1]#[C:2]Br.[Br:4][C:5]1[CH:10]=[CH:9][C:8]([NH:11][C:12]2[C:13]([C:21]([NH:23][NH2:24])=[O:22])=[CH:14][N:15]([CH3:20])[C:16](=[O:19])[C:17]=2[F:18])=[C:7]([F:25])[CH:6]=1.C([O-])(O)=O.[Na+]. The catalyst is O1CCOCC1.O. The product is [NH2:1][C:2]1[O:22][C:21]([C:13]2[C:12]([NH:11][C:8]3[CH:9]=[CH:10][C:5]([Br:4])=[CH:6][C:7]=3[F:25])=[C:17]([F:18])[C:16](=[O:19])[N:15]([CH3:20])[CH:14]=2)=[N:23][N:24]=1. The yield is 0.890. (2) The reactants are [CH2:1]([N:3]1[CH2:8][CH2:7][N:6]2[N:9]=[C:10]([N+:12]([O-])=O)[CH:11]=[C:5]2[CH2:4]1)[CH3:2].[H][H]. The catalyst is [Pd].CO. The product is [CH2:1]([N:3]1[CH2:8][CH2:7][N:6]2[N:9]=[C:10]([NH2:12])[CH:11]=[C:5]2[CH2:4]1)[CH3:2]. The yield is 0.840. (3) The reactants are [O:1]1[CH2:6][CH2:5][CH:4]([O:7][C:8]2[C:9]3[N:17]=[C:16]([C:18]4[CH:19]=[C:20]([NH2:24])[CH:21]=[N:22][CH:23]=4)[CH:15]=[CH:14][C:10]=3[N:11]=[CH:12][N:13]=2)[CH2:3][CH2:2]1.[Cl:25][C:26]1[CH:31]=[C:30]([Cl:32])[CH:29]=[CH:28][C:27]=1[S:33](Cl)(=[O:35])=[O:34]. The catalyst is N1C=CC=CC=1.C(Cl)Cl. The product is [Cl:25][C:26]1[CH:31]=[C:30]([Cl:32])[CH:29]=[CH:28][C:27]=1[S:33]([NH:24][C:20]1[CH:21]=[N:22][CH:23]=[C:18]([C:16]2[CH:15]=[CH:14][C:10]3[N:11]=[CH:12][N:13]=[C:8]([O:7][CH:4]4[CH2:5][CH2:6][O:1][CH2:2][CH2:3]4)[C:9]=3[N:17]=2)[CH:19]=1)(=[O:35])=[O:34]. The yield is 0.410. (4) The reactants are C(Cl)(=O)C(Cl)=O.CS(C)=O.[C:11]([O:15][C:16](=[O:33])[CH2:17][CH2:18][N:19]([C:23]([O:25][CH2:26][C:27]1[CH:32]=[CH:31][CH:30]=[CH:29][CH:28]=1)=[O:24])[CH2:20][CH2:21][OH:22])([CH3:14])([CH3:13])[CH3:12].C(N(CC)CC)C.P([O-])(O)(O)=O.[K+]. The product is [C:11]([O:15][C:16](=[O:33])[CH2:17][CH2:18][N:19]([C:23]([O:25][CH2:26][C:27]1[CH:32]=[CH:31][CH:30]=[CH:29][CH:28]=1)=[O:24])[CH2:20][CH:21]=[O:22])([CH3:14])([CH3:12])[CH3:13]. The yield is 0.998. The catalyst is ClCCl. (5) The reactants are Br[C:2]1[C:10]2[O:9][CH2:8][CH2:7][C:6]=2[CH:5]=[C:4]([CH:11]=[O:12])[CH:3]=1.[Cu][C:14]#[N:15]. The catalyst is CC(N(C)C)=O. The product is [CH:11]([C:4]1[CH:3]=[C:2]([C:14]#[N:15])[C:10]2[O:9][CH2:8][CH2:7][C:6]=2[CH:5]=1)=[O:12]. The yield is 0.500. (6) The reactants are [Cl:1][C:2]1[CH:7]=[C:6]([NH2:8])[CH:5]=[C:4]([Cl:9])[C:3]=1[O:10][C:11]1[CH:16]=[CH:15][C:14]([S:17]([CH3:20])(=[O:19])=[O:18])=[CH:13][CH:12]=1.[C:21]([N:23]=[C:24](SC)[S:25][CH3:26])#[N:22]. The catalyst is N1C=CC=CC=1. The product is [C:21](/[N:23]=[C:24](/[S:25][CH3:26])\[NH:8][C:6]1[CH:5]=[C:4]([Cl:9])[C:3]([O:10][C:11]2[CH:12]=[CH:13][C:14]([S:17]([CH3:20])(=[O:19])=[O:18])=[CH:15][CH:16]=2)=[C:2]([Cl:1])[CH:7]=1)#[N:22]. The yield is 0.560. (7) The reactants are [Br:1][C:2]1[CH:7]=[CH:6][C:5]([S:8](Cl)(=[O:10])=[O:9])=[CH:4][C:3]=1[F:12].[CH:13]([NH2:16])([CH3:15])[CH3:14]. The catalyst is ClCCl. The product is [Br:1][C:2]1[CH:7]=[CH:6][C:5]([S:8]([NH:16][CH:13]([CH3:15])[CH3:14])(=[O:10])=[O:9])=[CH:4][C:3]=1[F:12]. The yield is 0.930. (8) The reactants are [Br:1][CH2:2][C:3]1[CH:11]=[CH:10][C:6]([C:7]([OH:9])=O)=[CH:5][CH:4]=1.[NH2:12][CH2:13][CH:14]1[CH2:16][CH2:15]1.Cl.CN(C)CCCN=C=NCC. The catalyst is C(Cl)Cl.C1COCC1. The product is [Br:1][CH2:2][C:3]1[CH:4]=[CH:5][C:6]([C:7]([NH:12][CH2:13][CH:14]2[CH2:16][CH2:15]2)=[O:9])=[CH:10][CH:11]=1. The yield is 0.250. (9) The reactants are [CH3:1][N:2]([CH3:48])[CH2:3][C:4]([N:6]1[C:15]2[C:10](=[CH:11][C:12]([CH3:47])=[C:13]([NH:16][C:17]3[N:18]=[C:19]([NH:36][C:37]4[CH:45]=[CH:44][CH:43]=[C:42]([F:46])[C:38]=4[C:39]([NH2:41])=[O:40])[C:20]4[CH:25]=[CH:24][N:23](S(C5C=CC(C)=CC=5)(=O)=O)[C:21]=4[N:22]=3)[CH:14]=2)[CH2:9][CH2:8][CH2:7]1)=[O:5].[OH-].[K+].CCOC(C)=O.C([O-])(O)=O.[Na+]. The catalyst is O1CCOCC1. The product is [CH3:1][N:2]([CH3:48])[CH2:3][C:4]([N:6]1[C:15]2[C:10](=[CH:11][C:12]([CH3:47])=[C:13]([NH:16][C:17]3[NH:22][C:21]4=[N:23][CH:24]=[CH:25][C:20]4=[C:19]([NH:36][C:37]4[CH:45]=[CH:44][CH:43]=[C:42]([F:46])[C:38]=4[C:39]([NH2:41])=[O:40])[N:18]=3)[CH:14]=2)[CH2:9][CH2:8][CH2:7]1)=[O:5]. The yield is 0.740.